From a dataset of Full USPTO retrosynthesis dataset with 1.9M reactions from patents (1976-2016). Predict the reactants needed to synthesize the given product. (1) The reactants are: [Br:1][C:2]1[CH:3]=[C:4]([CH2:9][C:10]([C:12]2[CH:17]=[CH:16][CH:15]=[CH:14][N:13]=2)=O)[CH:5]=[CH:6][C:7]=1[F:8].COC(OC)[N:21]([CH3:23])C.O.[NH2:27]N. Given the product [Br:1][C:2]1[CH:3]=[C:4]([C:9]2[C:10]([C:12]3[CH:17]=[CH:16][CH:15]=[CH:14][N:13]=3)=[N:27][NH:21][CH:23]=2)[CH:5]=[CH:6][C:7]=1[F:8], predict the reactants needed to synthesize it. (2) Given the product [C:3]([O:7][C:8]([N:10]1[CH2:16][CH2:15][C:14]2[C:17]([S:22][CH2:29][CH2:30][CH2:31][C:32]3[CH:33]=[C:34]4[C:38](=[CH:39][CH:40]=3)[NH:37][C:36](=[O:41])[C:35]4([CH3:42])[CH3:43])=[C:18]([Cl:21])[CH:19]=[CH:20][C:13]=2[CH2:12][CH2:11]1)=[O:9])([CH3:6])([CH3:5])[CH3:4], predict the reactants needed to synthesize it. The reactants are: [OH-].[K+].[C:3]([O:7][C:8]([N:10]1[CH2:16][CH2:15][C:14]2[C:17]([S:22]C(=O)N(C)C)=[C:18]([Cl:21])[CH:19]=[CH:20][C:13]=2[CH2:12][CH2:11]1)=[O:9])([CH3:6])([CH3:5])[CH3:4].Cl[CH2:29][CH2:30][CH2:31][C:32]1[CH:33]=[C:34]2[C:38](=[CH:39][CH:40]=1)[NH:37][C:36](=[O:41])[C:35]2([CH3:43])[CH3:42].[I-].[K+]. (3) Given the product [OH:1][C:2]1[C:3]([C:23]([NH:25][CH2:26][C:27]([OH:29])=[O:28])=[O:24])=[C:4]2[C:9](=[CH:10][CH:11]=1)[N:8]=[C:7]([C:12]1[CH:13]=[CH:14][CH:15]=[CH:16][CH:17]=1)[C:6]([C:18]1[S:19][CH:20]=[CH:21][N:22]=1)=[N:5]2, predict the reactants needed to synthesize it. The reactants are: [OH:1][C:2]1[C:3]([C:23]([NH:25][CH2:26][C:27]([O:29]CC)=[O:28])=[O:24])=[C:4]2[C:9](=[CH:10][CH:11]=1)[N:8]=[C:7]([C:12]1[CH:17]=[CH:16][CH:15]=[CH:14][CH:13]=1)[C:6]([C:18]1[S:19][CH:20]=[CH:21][N:22]=1)=[N:5]2.[OH-].[Na+]. (4) Given the product [F:20][C:21]1[CH:29]=[CH:28][C:24]([C:25]([NH:1][CH:2]2[C:8]3=[N:9][C:10]([C:14]4[CH:19]=[CH:18][N:17]=[CH:16][CH:15]=4)=[CH:11][C:12](=[O:13])[N:7]3[CH2:6][CH2:5][O:4][CH2:3]2)=[O:26])=[C:23]([O:30][CH3:31])[CH:22]=1, predict the reactants needed to synthesize it. The reactants are: [NH2:1][CH:2]1[C:8]2=[N:9][C:10]([C:14]3[CH:19]=[CH:18][N:17]=[CH:16][CH:15]=3)=[CH:11][C:12](=[O:13])[N:7]2[CH2:6][CH2:5][O:4][CH2:3]1.[F:20][C:21]1[CH:29]=[CH:28][C:24]([C:25](O)=[O:26])=[C:23]([O:30][CH3:31])[CH:22]=1.ClC1C=CC(C(O)=O)=C(OC)C=1. (5) Given the product [CH3:1][O:2][C:3]1[CH:4]=[C:5]2[C:10](=[C:11]3[CH2:15][C:14]([CH3:17])([CH3:16])[O:13][C:12]=13)[C:9]([C:18]1[CH:19]=[C:20]([CH:21]=[CH:22][CH:23]=1)[O:24][CH2:28][C:29]([O:31][CH3:32])=[O:30])=[N:8][C:7]([CH3:26])([CH3:25])[CH2:6]2, predict the reactants needed to synthesize it. The reactants are: [CH3:1][O:2][C:3]1[CH:4]=[C:5]2[C:10](=[C:11]3[CH2:15][C:14]([CH3:17])([CH3:16])[O:13][C:12]=13)[C:9]([C:18]1[CH:19]=[C:20]([OH:24])[CH:21]=[CH:22][CH:23]=1)=[N:8][C:7]([CH3:26])([CH3:25])[CH2:6]2.Br[CH2:28][C:29]([O:31][CH3:32])=[O:30].C(=O)([O-])[O-].[K+].[K+].O. (6) Given the product [Cl:1][C:2]1[CH:3]=[C:4]([CH2:9][C:10]([O:12][CH3:18])=[O:11])[CH:5]=[CH:6][C:7]=1[OH:8], predict the reactants needed to synthesize it. The reactants are: [Cl:1][C:2]1[CH:3]=[C:4]([CH2:9][C:10]([OH:12])=[O:11])[CH:5]=[CH:6][C:7]=1[OH:8].S(=O)(=O)(O)O.[CH3:18]O.